From a dataset of Full USPTO retrosynthesis dataset with 1.9M reactions from patents (1976-2016). Predict the reactants needed to synthesize the given product. (1) Given the product [CH2:39]([O:46][C:47](=[O:53])[C@H:48]([CH:50]([CH3:51])[CH3:52])[NH:49][CH2:2][C:3]1[CH:8]=[CH:7][C:6]([C:9]2[CH:14]=[CH:13][CH:12]=[CH:11][C:10]=2[C:15]2[N:19]([C:20]([C:33]3[CH:38]=[CH:37][CH:36]=[CH:35][CH:34]=3)([C:27]3[CH:32]=[CH:31][CH:30]=[CH:29][CH:28]=3)[C:21]3[CH:26]=[CH:25][CH:24]=[CH:23][CH:22]=3)[N:18]=[N:17][N:16]=2)=[CH:5][CH:4]=1)[C:40]1[CH:45]=[CH:44][CH:43]=[CH:42][CH:41]=1, predict the reactants needed to synthesize it. The reactants are: Br[CH2:2][C:3]1[CH:8]=[CH:7][C:6]([C:9]2[CH:14]=[CH:13][CH:12]=[CH:11][C:10]=2[C:15]2[N:19]([C:20]([C:33]3[CH:38]=[CH:37][CH:36]=[CH:35][CH:34]=3)([C:27]3[CH:32]=[CH:31][CH:30]=[CH:29][CH:28]=3)[C:21]3[CH:26]=[CH:25][CH:24]=[CH:23][CH:22]=3)[N:18]=[N:17][N:16]=2)=[CH:5][CH:4]=1.[CH2:39]([O:46][C:47](=[O:53])[C@H:48]([CH:50]([CH3:52])[CH3:51])[NH2:49])[C:40]1[CH:45]=[CH:44][CH:43]=[CH:42][CH:41]=1. (2) Given the product [O:9]([C:4]1[C:5]([NH2:8])=[N:6][CH:7]=[C:2]([S:30][C:31]2[CH:36]=[CH:35][CH:34]=[CH:33][N:32]=2)[CH:3]=1)[C:10]1[CH:15]=[CH:14][CH:13]=[CH:12][CH:11]=1, predict the reactants needed to synthesize it. The reactants are: Br[C:2]1[CH:3]=[C:4]([O:9][C:10]2[CH:15]=[CH:14][CH:13]=[CH:12][CH:11]=2)[C:5]([NH2:8])=[N:6][CH:7]=1.C[Li].C([Li])CCC.N1C=CC=C(S[S:30][C:31]2[CH:36]=[CH:35][CH:34]=[CH:33][N:32]=2)C=1.[NH4+].[Cl-]. (3) Given the product [CH2:26]([C:19]1[CH:20]=[CH:21][CH:22]=[C:23]([CH2:24][CH3:25])[C:18]=1[C:9]1[CH:8]=[C:7]([O:2][CH3:1])[C:16]2[C:15](=[O:17])[CH2:14][CH2:13][CH2:12][C:11]=2[N:10]=1)[CH3:27], predict the reactants needed to synthesize it. The reactants are: [CH3:1][O-:2].[Na+].CO.Cl[C:7]1[C:16]2[C:15](=[O:17])[CH2:14][CH2:13][CH2:12][C:11]=2[N:10]=[C:9]([C:18]2[C:23]([CH2:24][CH3:25])=[CH:22][CH:21]=[CH:20][C:19]=2[CH2:26][CH3:27])[CH:8]=1.